From a dataset of Forward reaction prediction with 1.9M reactions from USPTO patents (1976-2016). Predict the product of the given reaction. (1) The product is: [NH2:10][C:7]1[O:6][C:5]([C:3]([OH:4])=[O:2])=[CH:9][CH:8]=1. Given the reactants C[O:2][C:3]([C:5]1[O:6][C:7]([N+:10]([O-])=O)=[CH:8][CH:9]=1)=[O:4], predict the reaction product. (2) The product is: [NH2:33][C:27]1[C:26]([CH3:36])=[CH:25][C:24]([Cl:23])=[CH:32][C:28]=1[C:29]([NH:13][C:11]1([CH3:14])[CH2:12][S:9](=[O:15])(=[O:8])[CH2:10]1)=[O:30]. Given the reactants FC(F)(F)C(O)=O.[O:8]=[S:9]1(=[O:15])[CH2:12][C:11]([CH3:14])([NH2:13])[CH2:10]1.C(N(CC)CC)C.[Cl:23][C:24]1[CH:25]=[C:26]([CH3:36])[C:27]([N:33]=S=O)=[C:28]([CH:32]=1)[C:29](Cl)=[O:30].O, predict the reaction product. (3) Given the reactants [CH3:1][S:2]([NH:5][C:6]1[CH:7]=[C:8]([N+:17]([O-])=O)[CH:9]=[CH:10][C:11]=1[NH:12][S:13]([CH3:16])(=[O:15])=[O:14])(=[O:4])=[O:3], predict the reaction product. The product is: [CH3:1][S:2]([NH:5][C:6]1[CH:7]=[C:8]([CH:9]=[CH:10][C:11]=1[NH:12][S:13]([CH3:16])(=[O:15])=[O:14])[NH2:17])(=[O:3])=[O:4]. (4) Given the reactants [Cl:1][C:2]1[CH:3]=[C:4]([CH:9]=[CH:10][N:11]=1)[C:5]([NH:7][CH3:8])=[O:6].[Li+].CC([N-]C(C)C)C.C1C(=O)N([Cl:27])C(=O)C1, predict the reaction product. The product is: [Cl:1][C:2]1[C:3]([Cl:27])=[C:4]([CH:9]=[CH:10][N:11]=1)[C:5]([NH:7][CH3:8])=[O:6]. (5) Given the reactants [CH2:1]([C:4]([C:12]1[CH:17]=[CH:16][CH:15]=[CH:14][CH:13]=1)([CH2:9][CH:10]=[CH2:11])[C:5]([O:7][CH3:8])=[O:6])C=C, predict the reaction product. The product is: [C:12]1([C:4]2([C:5]([O:7][CH3:8])=[O:6])[CH2:1][CH:11]=[CH:10][CH2:9]2)[CH:13]=[CH:14][CH:15]=[CH:16][CH:17]=1. (6) Given the reactants C[C:2]1[CH:10]=[CH:9][C:5]([C:6]([OH:8])=[O:7])=[C:4]([N:11]([S:13]([C:16]2[CH:21]=[CH:20][C:19](F)=[CH:18][CH:17]=2)(=[O:15])=[O:14])[CH3:12])[C:3]=1[CH3:23].[OH:24][CH2:25][CH2:26][CH2:27][NH:28][C:29]([C:31]1[CH:39]=[CH:38][C:34]2[O:35][CH2:36][O:37][C:33]=2[CH:32]=1)=[O:30], predict the reaction product. The product is: [O:35]1[C:34]2[CH:38]=[CH:39][C:31]([C:29]([NH:28][CH2:27][CH2:26][CH2:25][O:24][C:19]3[CH:18]=[CH:17][C:16]([S:13]([N:11]([CH3:12])[C:4]4[C:3]([CH3:23])=[CH:2][CH:10]=[CH:9][C:5]=4[C:6]([OH:8])=[O:7])(=[O:14])=[O:15])=[CH:21][CH:20]=3)=[O:30])=[CH:32][C:33]=2[O:37][CH2:36]1. (7) Given the reactants C([O:5][C:6](=[O:24])[CH:7]([N:11]([S:13]([C:16]1[CH:21]=[CH:20][C:19]([O:22][CH3:23])=[CH:18][CH:17]=1)(=[O:15])=[O:14])[CH3:12])[CH:8]([CH3:10])[CH3:9])(C)(C)C.FC(F)(F)C(O)=O, predict the reaction product. The product is: [CH3:23][O:22][C:19]1[CH:20]=[CH:21][C:16]([S:13]([N:11]([CH3:12])[CH:7]([CH:8]([CH3:9])[CH3:10])[C:6]([OH:24])=[O:5])(=[O:15])=[O:14])=[CH:17][CH:18]=1.